Dataset: Forward reaction prediction with 1.9M reactions from USPTO patents (1976-2016). Task: Predict the product of the given reaction. (1) The product is: [Cl:1][C:2]1[C:3]([O:52][C:43]2[CH:44]=[CH:45][C:46]([C:48]([F:49])([F:50])[F:51])=[CH:47][C:42]=2[C:39]2[CH:40]=[CH:41][N:36]=[N:37][CH:38]=2)=[CH:4][C:5]([F:28])=[C:6]([S:8]([N:11]([CH2:17][C:18]2[CH:23]=[CH:22][C:21]([O:24][CH3:25])=[CH:20][C:19]=2[O:26][CH3:27])[C:12]2[S:13][CH:14]=[N:15][N:16]=2)(=[O:10])=[O:9])[CH:7]=1. Given the reactants [Cl:1][C:2]1[C:3](F)=[CH:4][C:5]([F:28])=[C:6]([S:8]([N:11]([CH2:17][C:18]2[CH:23]=[CH:22][C:21]([O:24][CH3:25])=[CH:20][C:19]=2[O:26][CH3:27])[C:12]2[S:13][CH:14]=[N:15][N:16]=2)(=[O:10])=[O:9])[CH:7]=1.C(=O)([O-])[O-].[K+].[K+].[N:36]1[CH:41]=[CH:40][C:39]([C:42]2[CH:47]=[C:46]([C:48]([F:51])([F:50])[F:49])[CH:45]=[CH:44][C:43]=2[OH:52])=[CH:38][N:37]=1, predict the reaction product. (2) Given the reactants [F:1][C:2]1[CH:7]=[CH:6][C:5]([F:8])=[CH:4][CH:3]=1.N1([C:15](=[O:25])[C@@H:16]([O:18][CH:19]2[CH2:24][CH2:23][CH2:22][CH2:21][O:20]2)[CH3:17])CCOCC1.C(NC(C)C)(C)C.[Li], predict the reaction product. The product is: [F:1][C:2]1[CH:7]=[CH:6][C:5]([F:8])=[CH:4][C:3]=1[C:15](=[O:25])[C@@H:16]([O:18][CH:19]1[CH2:24][CH2:23][CH2:22][CH2:21][O:20]1)[CH3:17]. (3) Given the reactants Cl.S([O-])([O-])(=O)=O.[Mg+2].O=C[C@@H]([C@H]([C@@H]([C@@H](CO)O)O)O)O.[OH-].[Na+].[Cl:22][C:23]1[C:28]([F:29])=[CH:27][CH:26]=[C:25]([Cl:30])[C:24]=1[C:31](=[O:33])[CH3:32], predict the reaction product. The product is: [Cl:22][C:23]1[C:28]([F:29])=[CH:27][CH:26]=[C:25]([Cl:30])[C:24]=1[C@@H:31]([OH:33])[CH3:32]. (4) Given the reactants [NH2:1][CH2:2][CH2:3][N:4]1[C:12]2[CH:11]=[CH:10][N:9]=[C:8]([NH2:13])[C:7]=2[N:6]=[C:5]1[S:14][C:15]1[C:23]([S:24][CH3:25])=[CH:22][C:18]2[O:19][CH2:20][O:21][C:17]=2[CH:16]=1.[CH:26](=O)[C:27]([CH3:30])([CH3:29])[CH3:28].[BH3-]C#N.[Na+], predict the reaction product. The product is: [CH3:25][S:24][C:23]1[C:15]([S:14][C:5]2[N:4]([CH2:3][CH2:2][NH:1][CH2:26][C:27]([CH3:30])([CH3:29])[CH3:28])[C:12]3[CH:11]=[CH:10][N:9]=[C:8]([NH2:13])[C:7]=3[N:6]=2)=[CH:16][C:17]2[O:21][CH2:20][O:19][C:18]=2[CH:22]=1. (5) Given the reactants Br[C:2]1[C:7]([F:8])=[CH:6][C:5]([CH3:9])=[CH:4][N:3]=1.Br[C:11]([F:18])([F:17])[C:12]([O:14][CH2:15][CH3:16])=[O:13].O, predict the reaction product. The product is: [F:17][C:11]([F:18])([C:2]1[C:7]([F:8])=[CH:6][C:5]([CH3:9])=[CH:4][N:3]=1)[C:12]([O:14][CH2:15][CH3:16])=[O:13].